Dataset: Peptide-MHC class I binding affinity with 185,985 pairs from IEDB/IMGT. Task: Regression. Given a peptide amino acid sequence and an MHC pseudo amino acid sequence, predict their binding affinity value. This is MHC class I binding data. (1) The peptide sequence is ALNELPESL. The MHC is HLA-A32:01 with pseudo-sequence HLA-A32:01. The binding affinity (normalized) is 0.330. (2) The peptide sequence is WKRDNRRGL. The MHC is HLA-B27:05 with pseudo-sequence HLA-B27:05. The binding affinity (normalized) is 0.106. (3) The peptide sequence is VVRGIDGGV. The MHC is HLA-A02:01 with pseudo-sequence HLA-A02:01. The binding affinity (normalized) is 0.0847. (4) The peptide sequence is VMYAFTTPL. The MHC is HLA-A02:02 with pseudo-sequence HLA-A02:02. The binding affinity (normalized) is 1.00. (5) The peptide sequence is PHAATIRVL. The MHC is HLA-A03:01 with pseudo-sequence HLA-A03:01. The binding affinity (normalized) is 0.0847. (6) The peptide sequence is AEMKTDAATLA. The MHC is HLA-A02:06 with pseudo-sequence HLA-A02:06. The binding affinity (normalized) is 0. (7) The peptide sequence is AFDIASVFF. The MHC is HLA-B08:01 with pseudo-sequence HLA-B08:01. The binding affinity (normalized) is 0.0847.